From a dataset of Full USPTO retrosynthesis dataset with 1.9M reactions from patents (1976-2016). Predict the reactants needed to synthesize the given product. (1) Given the product [OH:29][CH2:28][C@@H:27]([O:26][C@H:24]1[C:23]2[C:18](=[CH:19][CH:20]=[CH:21][CH:22]=2)[O:17][C:14]2([CH2:15][CH2:16][N:11]([C:9]([C:8]3[CH:33]=[CH:34][C:5]([O:4][CH:1]([CH3:2])[CH3:3])=[C:6]([O:35][CH3:36])[CH:7]=3)=[O:10])[CH2:12][CH2:13]2)[CH2:25]1)[CH3:32].[OH:29][CH2:28][C@@H:27]([O:26][C@@H:24]1[C:23]2[C:18](=[CH:19][CH:20]=[CH:21][CH:22]=2)[O:17][C:14]2([CH2:15][CH2:16][N:11]([C:9]([C:8]3[CH:33]=[CH:34][C:5]([O:4][CH:1]([CH3:2])[CH3:3])=[C:6]([O:35][CH3:36])[CH:7]=3)=[O:10])[CH2:12][CH2:13]2)[CH2:25]1)[CH3:32], predict the reactants needed to synthesize it. The reactants are: [CH:1]([O:4][C:5]1[CH:34]=[CH:33][C:8]([C:9]([N:11]2[CH2:16][CH2:15][C:14]3([CH2:25][CH:24]([O:26][C@@H:27]([CH3:32])[C:28](OC)=[O:29])[C:23]4[C:18](=[CH:19][CH:20]=[CH:21][CH:22]=4)[O:17]3)[CH2:13][CH2:12]2)=[O:10])=[CH:7][C:6]=1[O:35][CH3:36])([CH3:3])[CH3:2].[BH4-].[Na+]. (2) Given the product [NH2:1][C:2]1[N:7]=[C:6]([C:28]2[CH:33]=[CH:32][C:31]([CH3:34])=[CH:30][CH:29]=2)[C:5]([C:9]2[CH:16]=[CH:15][C:12]([C:13]#[N:14])=[CH:11][CH:10]=2)=[CH:4][CH:3]=1, predict the reactants needed to synthesize it. The reactants are: [NH2:1][C:2]1[N:7]=[C:6](Cl)[C:5]([C:9]2[CH:16]=[CH:15][C:12]([C:13]#[N:14])=[CH:11][CH:10]=2)=[CH:4][CH:3]=1.C[N+]12CC(=O)O[B-]1([C:28]1[CH:33]=[CH:32][C:31]([CH3:34])=[CH:30][CH:29]=1)OC(=O)C2.ClCCl.C(=O)([O-])[O-].[K+].[K+]. (3) Given the product [OH:11][N:12]([CH:13]([CH2:14][S:15]([N:18]1[CH2:19][CH2:20][N:21]([C:24]2[N:25]=[CH:26][C:27]([C:30]3[CH:35]=[CH:34][CH:33]=[CH:32][N:31]=3)=[CH:28][N:29]=2)[CH2:22][CH2:23]1)(=[O:17])=[O:16])[CH2:36][CH2:37][CH2:38][C:39]1[N:40]=[CH:41][CH:42]=[CH:43][N:44]=1)[CH:1]=[O:3], predict the reactants needed to synthesize it. The reactants are: [CH:1]([OH:3])=O.C(OC(=O)C)(=O)C.[OH:11][NH:12][CH:13]([CH2:36][CH2:37][CH2:38][C:39]1[N:44]=[CH:43][CH:42]=[CH:41][N:40]=1)[CH2:14][S:15]([N:18]1[CH2:23][CH2:22][N:21]([C:24]2[N:29]=[CH:28][C:27]([C:30]3[CH:35]=[CH:34][CH:33]=[CH:32][N:31]=3)=[CH:26][N:25]=2)[CH2:20][CH2:19]1)(=[O:17])=[O:16]. (4) Given the product [NH2:7][C:5]1[S:6][C:2]([Br:1])=[C:3]([C:8]2[CH:13]=[CH:12][N:11]=[C:10]([NH:21][C:20]3[CH:22]=[C:23]([CH3:25])[CH:24]=[C:18]([CH3:17])[CH:19]=3)[N:9]=2)[N:4]=1, predict the reactants needed to synthesize it. The reactants are: [Br:1][C:2]1[S:6][C:5]([NH2:7])=[N:4][C:3]=1[C:8]1[CH:13]=[CH:12][N:11]=[C:10](S(C)=O)[N:9]=1.[CH3:17][C:18]1[CH:19]=[C:20]([CH:22]=[C:23]([CH3:25])[CH:24]=1)[NH2:21]. (5) Given the product [F:22][C:23]([F:36])([F:35])[S:24]([O:15][C:6]1[CH:7]=[CH:8][C:9]([C:11]([CH3:14])([CH3:13])[CH3:12])=[CH:10][C:5]=1[C:1]([CH3:4])([CH3:3])[CH3:2])(=[O:26])=[O:25], predict the reactants needed to synthesize it. The reactants are: [C:1]([C:5]1[CH:10]=[C:9]([C:11]([CH3:14])([CH3:13])[CH3:12])[CH:8]=[CH:7][C:6]=1[OH:15])([CH3:4])([CH3:3])[CH3:2].N1C=CC=CC=1.[F:22][C:23]([F:36])([F:35])[S:24](O[S:24]([C:23]([F:36])([F:35])[F:22])(=[O:26])=[O:25])(=[O:26])=[O:25]. (6) Given the product [NH2:1][C:2]1[C:7]2[C:8](=[O:20])[N:9]([C:13]3[CH:18]=[CH:17][C:16]([O:32][C:29]4[CH:30]=[CH:31][C:26]([CH2:22][C:23]([O:25][CH3:33])=[O:24])=[CH:27][CH:28]=4)=[CH:15][CH:14]=3)[CH2:10][CH2:11][O:12][C:6]=2[N:5]=[CH:4][N:3]=1, predict the reactants needed to synthesize it. The reactants are: [NH2:1][C:2]1[C:7]2[C:8](=[O:20])[N:9]([C:13]3[CH:18]=[CH:17][C:16](I)=[CH:15][CH:14]=3)[CH2:10][CH2:11][O:12][C:6]=2[N:5]=[CH:4][N:3]=1.C[CH:22]([C:26]1[CH:31]=[CH:30][C:29]([OH:32])=[CH:28][CH:27]=1)[C:23]([OH:25])=[O:24].[C:33](=O)([O-])[O-].[Cs+].[Cs+].CN(C)CC(O)=O. (7) Given the product [BrH:1].[F:15][C:10]1[CH:9]=[C:8]2[C:13]([CH:14]=[C:5]([C:3]3[N:17]=[C:18]4[N:22]([CH:2]=3)[CH:21]=[CH:20][S:19]4)[C:6](=[O:16])[O:7]2)=[CH:12][CH:11]=1, predict the reactants needed to synthesize it. The reactants are: [Br:1][CH2:2][C:3]([C:5]1[C:6](=[O:16])[O:7][C:8]2[C:13]([CH:14]=1)=[CH:12][CH:11]=[C:10]([F:15])[CH:9]=2)=O.[NH2:17][C:18]1[S:19][CH:20]=[CH:21][N:22]=1.C(OCC)(=O)C.